This data is from Reaction yield outcomes from USPTO patents with 853,638 reactions. The task is: Predict the reaction yield, written as a fraction of the theoretical maximum amount of product (1.0 means a 100% yield; for example, 0.34 means a 34% yield). (1) The reactants are [N+:1]([C:4]1[CH:10]=[CH:9][C:7]([NH2:8])=[CH:6][CH:5]=1)([O-:3])=[O:2].[Br:11]Br. The catalyst is CC(O)=O. The product is [Br:11][C:9]1[CH:10]=[C:4]([N+:1]([O-:3])=[O:2])[CH:5]=[CH:6][C:7]=1[NH2:8]. The yield is 0.720. (2) The reactants are [Na].FC(F)(F)S(O[C:8]1[C:13]([Br:14])=[CH:12][C:11]([Cl:15])=[CH:10][C:9]=1[C:16](=[O:18])[CH3:17])(=O)=O.[F:21][C:22]1[CH:23]=[C:24](B(O)O)[CH:25]=[C:26]([F:28])[CH:27]=1. The catalyst is O.C1(C)C=CC=CC=1.C1C=CC([P]([Pd]([P](C2C=CC=CC=2)(C2C=CC=CC=2)C2C=CC=CC=2)([P](C2C=CC=CC=2)(C2C=CC=CC=2)C2C=CC=CC=2)[P](C2C=CC=CC=2)(C2C=CC=CC=2)C2C=CC=CC=2)(C2C=CC=CC=2)C2C=CC=CC=2)=CC=1. The product is [Br:14][C:13]1[C:8]([C:24]2[CH:23]=[C:22]([F:21])[CH:27]=[C:26]([F:28])[CH:25]=2)=[C:9]([C:16](=[O:18])[CH3:17])[CH:10]=[C:11]([Cl:15])[CH:12]=1. The yield is 0.820. (3) The reactants are [Br:1][C:2]1[C:6]2[N:7]=[C:8]([Cl:12])[N:9]=[C:10](Cl)[C:5]=2[S:4][CH:3]=1.[CH2:13]([NH2:20])[C:14]1[CH:19]=[CH:18][CH:17]=[CH:16][CH:15]=1.O. The catalyst is O1CCCC1. The product is [CH2:13]([NH:20][C:10]1[C:5]2[S:4][CH:3]=[C:2]([Br:1])[C:6]=2[N:7]=[C:8]([Cl:12])[N:9]=1)[C:14]1[CH:19]=[CH:18][CH:17]=[CH:16][CH:15]=1. The yield is 0.920. (4) The reactants are C([O:3][C:4]([C:6]1[N:7]=[C:8]([C:19]2[CH:24]=[CH:23][CH:22]=[CH:21][C:20]=2[Cl:25])[N:9]([C:11]2[CH:16]=[CH:15][C:14]([Br:17])=[CH:13][C:12]=2[Cl:18])[CH:10]=1)=[O:5])C.CO.Cl. The product is [Br:17][C:14]1[CH:15]=[CH:16][C:11]([N:9]2[CH:10]=[C:6]([C:4]([OH:5])=[O:3])[N:7]=[C:8]2[C:19]2[CH:24]=[CH:23][CH:22]=[CH:21][C:20]=2[Cl:25])=[C:12]([Cl:18])[CH:13]=1. The catalyst is [OH-].[Na+].CCOC(C)=O. The yield is 0.880.